This data is from Catalyst prediction with 721,799 reactions and 888 catalyst types from USPTO. The task is: Predict which catalyst facilitates the given reaction. (1) Reactant: [C:1]([C:3]1[CH:4]=[C:5]2[C:10](=[CH:11][CH:12]=1)[N:9]=[C:8]([C:13]([NH:15][CH2:16][C:17]1[CH:22]=[CH:21][CH:20]=[C:19]([CH2:23][NH:24][C:25]([C:27]3[N:31]=[CH:30][N:29](C(C4C=CC=CC=4)(C4C=CC=CC=4)C4C=CC=CC=4)[N:28]=3)=[O:26])[CH:18]=1)=[O:14])[NH:7][C:6]2=[O:51])#[N:2].C([SiH](CC)CC)C.FC(F)(F)C(O)=O. Product: [C:1]([C:3]1[CH:4]=[C:5]2[C:10](=[CH:11][CH:12]=1)[N:9]=[C:8]([C:13]([NH:15][CH2:16][C:17]1[CH:22]=[CH:21][CH:20]=[C:19]([CH2:23][NH:24][C:25]([C:27]3[N:31]=[CH:30][NH:29][N:28]=3)=[O:26])[CH:18]=1)=[O:14])[NH:7][C:6]2=[O:51])#[N:2]. The catalyst class is: 4. (2) Reactant: [Br:1][C:2]1[CH:7]=[CH:6][CH:5]=[CH:4][C:3]=1[CH2:8][CH:9]=[O:10].[CH2:11]([Mg]Br)[CH2:12]C. Product: [Br:1][C:2]1[CH:7]=[CH:6][CH:5]=[CH:4][C:3]=1[CH2:8][CH:9]([OH:10])[CH2:11][CH3:12]. The catalyst class is: 1. (3) The catalyst class is: 4. Reactant: O[CH:2]1[C:10]2[C:5](=[CH:6][C:7]([CH2:14][C:15]3[CH:20]=[CH:19][C:18]([N:21]4[CH:25]=[CH:24][CH:23]=[N:22]4)=[CH:17][CH:16]=3)=[C:8]([C:12]#[N:13])[C:9]=2[CH3:11])[C:4](=[O:26])[N:3]1[C@@H:27]1[CH2:32][CH2:31][CH2:30][CH2:29][C@H:28]1[OH:33].FC(F)(F)C(O)=O.C([SiH](CC)CC)C.C(=O)(O)[O-].[Na+]. Product: [OH:33][C@@H:28]1[CH2:29][CH2:30][CH2:31][CH2:32][C@H:27]1[N:3]1[CH2:2][C:10]2[C:5](=[CH:6][C:7]([CH2:14][C:15]3[CH:20]=[CH:19][C:18]([N:21]4[CH:25]=[CH:24][CH:23]=[N:22]4)=[CH:17][CH:16]=3)=[C:8]([C:12]#[N:13])[C:9]=2[CH3:11])[C:4]1=[O:26]. (4) Reactant: [CH3:1][Si:2]([C:5]#[CH:6])([CH3:4])[CH3:3].C([Zn]CC)C.[Br:12][C:13]1[CH:18]=[CH:17][C:16]([C:19]2[O:23][N:22]=[C:21]([CH3:24])[C:20]=2/[CH:25]=[N:26]/[S:27]([CH3:30])(=[O:29])=[O:28])=[CH:15][CH:14]=1. Product: [Br:12][C:13]1[CH:18]=[CH:17][C:16]([C:19]2[O:23][N:22]=[C:21]([CH3:24])[C:20]=2[CH:25]([NH:26][S:27]([CH3:30])(=[O:29])=[O:28])[C:6]#[C:5][Si:2]([CH3:4])([CH3:3])[CH3:1])=[CH:15][CH:14]=1. The catalyst class is: 11. (5) Reactant: [NH2:1][C:2]1[N:7]=[C:6]([N:8]([CH2:14][C:15]2[C:20]([CH3:21])=[C:19]([O:22][CH3:23])[C:18]([CH3:24])=[CH:17][N:16]=2)[CH2:9][C:10](OC)=[O:11])[C:5]([N+:25]([O-])=O)=[C:4]([Cl:28])[N:3]=1. Product: [NH2:1][C:2]1[N:3]=[C:4]([Cl:28])[C:5]2[NH:25][C:10](=[O:11])[CH2:9][N:8]([CH2:14][C:15]3[C:20]([CH3:21])=[C:19]([O:22][CH3:23])[C:18]([CH3:24])=[CH:17][N:16]=3)[C:6]=2[N:7]=1. The catalyst class is: 180.